Dataset: Full USPTO retrosynthesis dataset with 1.9M reactions from patents (1976-2016). Task: Predict the reactants needed to synthesize the given product. (1) Given the product [C:2]([C:4]1[C:5]([F:21])=[CH:6][C:7]([O:19][CH3:20])=[C:8]([CH:18]=1)[C:9]([NH:11][CH:12]1[CH2:13][CH2:14][N:15]([CH2:35][C@@H:33]([OH:34])[C:24]2[C:23]([CH3:22])=[C:31]3[C:27](=[CH:26][CH:25]=2)[C:28](=[O:32])[O:29][CH2:30]3)[CH2:16][CH2:17]1)=[O:10])#[N:3], predict the reactants needed to synthesize it. The reactants are: Cl.[C:2]([C:4]1[C:5]([F:21])=[CH:6][C:7]([O:19][CH3:20])=[C:8]([CH:18]=1)[C:9]([NH:11][CH:12]1[CH2:17][CH2:16][NH:15][CH2:14][CH2:13]1)=[O:10])#[N:3].[CH3:22][C:23]1[C:31]2[CH2:30][O:29][C:28](=[O:32])[C:27]=2[CH:26]=[CH:25][C:24]=1[C@H:33]1[CH2:35][O:34]1. (2) Given the product [NH2:1][CH2:2][C:3]#[C:4][C:5]1[CH2:6][C@H:7]2[CH:13]=[N:12][C:11]3[CH:14]=[C:15]([O:20][CH2:21][CH2:22][CH2:23][O:24][C:25]4[C:26]([O:43][CH3:44])=[CH:27][C:28]5[C:34](=[O:35])[N:33]6[CH:36]=[C:37]([C:39]7[CH:85]=[CH:83][C:82]([N:79]8[CH2:78][CH2:77][N:76]([CH3:75])[CH2:74][CH2:80]8)=[CH:41][CH:40]=7)[CH2:38][C@H:32]6[CH:31]=[N:30][C:29]=5[CH:42]=4)[C:16]([O:18][CH3:19])=[CH:17][C:10]=3[C:9](=[O:45])[N:8]2[CH:46]=1, predict the reactants needed to synthesize it. The reactants are: [NH2:1][CH2:2][C:3]#[C:4][C:5]1[CH2:6][C@H:7]2[CH:13]=[N:12][C:11]3[CH:14]=[C:15]([O:20][CH2:21][CH2:22][CH2:23][O:24][C:25]4[C:26]([O:43][CH3:44])=[CH:27][C:28]5[C:34](=[O:35])[N:33]6[CH:36]=[C:37](/[CH:39]=[CH:40]/[CH3:41])[CH2:38][C@H:32]6[CH:31]=[N:30][C:29]=5[CH:42]=4)[C:16]([O:18][CH3:19])=[CH:17][C:10]=3[C:9](=[O:45])[N:8]2[CH:46]=1.NCC#[C:85][C:83]1C[C@H:78]2[CH:77]=[N:76][C:75]3C=C(OCCCOC4C(OC)=C[C:74]5[C:80](=O)[N:79]6[CH:82]=[C:83]([C:85]7C=CC8OCOC=8C=7)C[C@H:78]6[CH:77]=[N:76][C:75]=5C=4)C(OC)=C[C:74]=3[C:80](=O)[N:79]2[CH:82]=1. (3) The reactants are: P(Cl)(Cl)([Cl:3])=O.[CH3:6][N:7]([CH3:32])[C@@H:8]1[CH2:12][CH2:11][N:10]([C:13]2[CH:22]=[C:21]3[C:16]([C:17](=O)[NH:18][CH:19]=[N:20]3)=[C:15]([O:24][CH:25]3[CH2:30][CH2:29][N:28]([CH3:31])[CH2:27][CH2:26]3)[CH:14]=2)[CH2:9]1.C(N(C(C)C)CC)(C)C. Given the product [Cl:3][C:17]1[C:16]2[C:21](=[CH:22][C:13]([N:10]3[CH2:11][CH2:12][C@@H:8]([N:7]([CH3:32])[CH3:6])[CH2:9]3)=[CH:14][C:15]=2[O:24][CH:25]2[CH2:30][CH2:29][N:28]([CH3:31])[CH2:27][CH2:26]2)[N:20]=[CH:19][N:18]=1, predict the reactants needed to synthesize it. (4) Given the product [C:7]([O:11][C:12]([N:14]1[CH2:17][CH:16]([O:18][C:20]2[CH:27]=[C:26]([F:28])[CH:25]=[CH:24][C:21]=2[CH:22]=[O:23])[CH2:15]1)=[O:13])([CH3:10])([CH3:8])[CH3:9], predict the reactants needed to synthesize it. The reactants are: C(O[K])(C)(C)C.[C:7]([O:11][C:12]([N:14]1[CH2:17][CH:16]([OH:18])[CH2:15]1)=[O:13])([CH3:10])([CH3:9])[CH3:8].F[C:20]1[CH:27]=[C:26]([F:28])[CH:25]=[CH:24][C:21]=1[CH:22]=[O:23]. (5) Given the product [C:1]([O:5][C:6]([CH2:8][N:9]([CH2:21][C:22]([O:24][C:25]([CH3:28])([CH3:27])[CH3:26])=[O:23])[NH2:10])=[O:7])([CH3:4])([CH3:3])[CH3:2], predict the reactants needed to synthesize it. The reactants are: [C:1]([O:5][C:6]([CH2:8][N:9]([CH2:21][C:22]([O:24][C:25]([CH3:28])([CH3:27])[CH3:26])=[O:23])[NH:10]C(OCC1C=CC=CC=1)=O)=[O:7])([CH3:4])([CH3:3])[CH3:2]. (6) Given the product [CH3:21][N:15]1[C:16]([C:17]([F:18])([F:20])[F:19])=[C:12]([C@@H:11]([NH:10][S@@:8]([C:5]([CH3:4])([CH3:6])[CH3:7])=[O:9])[CH3:24])[CH:13]=[N:14]1, predict the reactants needed to synthesize it. The reactants are: C[Mg]Cl.[CH3:4][C:5]([S@:8](/[N:10]=[CH:11]/[C:12]1[CH:13]=[N:14][N:15]([CH3:21])[C:16]=1[C:17]([F:20])([F:19])[F:18])=[O:9])([CH3:7])[CH3:6].[Cl-].[NH4+].[CH2:24](Cl)Cl.CO.[NH4+].[OH-].II. (7) Given the product [NH2:32][CH2:31][CH2:30][NH:29][C:10]1[C:11]2[C:16](=[CH:15][CH:14]=[C:13]([CH:17]3[C:22]([C:23]#[N:24])=[C:21]([CH3:25])[NH:20][C:19]([CH3:26])=[C:18]3[C:27]#[N:28])[CH:12]=2)[NH:8][N:9]=1, predict the reactants needed to synthesize it. The reactants are: C(OC([N:8]1[C:16]2[C:11](=[CH:12][C:13]([CH:17]3[C:22]([C:23]#[N:24])=[C:21]([CH3:25])[NH:20][C:19]([CH3:26])=[C:18]3[C:27]#[N:28])=[CH:14][CH:15]=2)[C:10]([NH:29][CH2:30][CH2:31][N:32]2C(=O)C3C(=CC=CC=3)C2=O)=[N:9]1)=O)(C)(C)C.O.NN.